Dataset: Reaction yield outcomes from USPTO patents with 853,638 reactions. Task: Predict the reaction yield, written as a fraction of the theoretical maximum amount of product (1.0 means a 100% yield; for example, 0.34 means a 34% yield). (1) The reactants are [Cl:1][C:2]1[CH:7]=[CH:6][C:5]([C:8]2[N:12]([C:13]3[CH:18]=[CH:17][C:16]([S:19]([NH2:22])(=[O:21])=[O:20])=[CH:15][CH:14]=3)[N:11]=[C:10]([CH2:23]O)[CH:9]=2)=[CH:4][CH:3]=1.C1(C)C=CC(S([Cl:34])(=O)=O)=CC=1.[Cl-].[Li+].C(N(CC)CC)C. The catalyst is O1CCCC1.C(OCC)(=O)C. The product is [Cl:1][C:2]1[CH:7]=[CH:6][C:5]([C:8]2[N:12]([C:13]3[CH:18]=[CH:17][C:16]([S:19]([NH2:22])(=[O:21])=[O:20])=[CH:15][CH:14]=3)[N:11]=[C:10]([CH2:23][Cl:34])[CH:9]=2)=[CH:4][CH:3]=1. The yield is 0.800. (2) The reactants are [CH3:1][N:2]([CH3:18])[C:3]1([C:16]#N)[CH2:8][CH2:7][N:6]([CH2:9][C:10]2[CH:15]=[CH:14][CH:13]=[CH:12][CH:11]=2)[CH2:5][CH2:4]1.C([Mg]Cl)[C:20]1[CH:25]=[CH:24][CH:23]=[CH:22][CH:21]=1.Cl. The catalyst is CCOCC. The product is [CH3:18][N:2]([CH3:1])[C:3]1([CH2:16][C:20]2[CH:25]=[CH:24][CH:23]=[CH:22][CH:21]=2)[CH2:4][CH2:5][N:6]([CH2:9][C:10]2[CH:11]=[CH:12][CH:13]=[CH:14][CH:15]=2)[CH2:7][CH2:8]1. The yield is 0.840. (3) The reactants are [CH3:1][C:2]1[CH:6]=[C:5]([CH3:7])[NH:4][C:3]=1[CH:8]=[O:9].[C:10]([OH:13])(=O)[CH3:11]. The catalyst is C1COCC1.O. The product is [CH3:1][C:2]1[C:6]([CH2:5][N:4]2[CH2:11][CH2:10][O:13][CH2:2][CH2:3]2)=[C:5]([CH3:7])[NH:4][C:3]=1[CH:8]=[O:9]. The yield is 0.360. (4) The reactants are Br[C:2]1[N:3]=[CH:4][C:5]([O:11][CH3:12])=[C:6]2[C:10]=1[NH:9][CH:8]=[CH:7]2.C([Sn](CCCC)(CCCC)[C:18]1[CH:23]=[N:22][CH:21]=[CH:20][N:19]=1)CCC. The catalyst is CN(C=O)C.C1C=CC([P]([Pd]([P](C2C=CC=CC=2)(C2C=CC=CC=2)C2C=CC=CC=2)([P](C2C=CC=CC=2)(C2C=CC=CC=2)C2C=CC=CC=2)[P](C2C=CC=CC=2)(C2C=CC=CC=2)C2C=CC=CC=2)(C2C=CC=CC=2)C2C=CC=CC=2)=CC=1.[Cu]I. The product is [CH3:12][O:11][C:5]1[CH:4]=[N:3][C:2]([C:18]2[CH:23]=[N:22][CH:21]=[CH:20][N:19]=2)=[C:10]2[C:6]=1[CH:7]=[CH:8][NH:9]2. The yield is 0.530. (5) The reactants are [C:1]([C:4]1[C:5]([F:40])=[C:6]([CH:36]=[CH:37][C:38]=1[F:39])[O:7][CH:8]([C:21]1[O:22][CH:23]=[C:24]([C:26]2[CH:31]=[CH:30][C:29]([C:32]([F:35])([F:34])[F:33])=[CH:28][CH:27]=2)[N:25]=1)[CH2:9][NH:10]C(=O)OCC1C=CC=CC=1)(=[O:3])[NH2:2].C(N(CC)CC)C.[CH3:48][S:49](Cl)(=[O:51])=[O:50]. The catalyst is CCOC(C)=O. The product is [F:40][C:5]1[C:6]([O:7][CH:8]([C:21]2[O:22][CH:23]=[C:24]([C:26]3[CH:31]=[CH:30][C:29]([C:32]([F:35])([F:34])[F:33])=[CH:28][CH:27]=3)[N:25]=2)[CH2:9][NH:10][S:49]([CH3:48])(=[O:51])=[O:50])=[CH:36][CH:37]=[C:38]([F:39])[C:4]=1[C:1]([NH2:2])=[O:3]. The yield is 0.730. (6) The reactants are [CH3:1][C:2]1[C:6]2[C:7](=[O:18])[N:8]([CH2:11][CH2:12][N:13]3[CH2:17][CH2:16][CH2:15][CH2:14]3)[CH2:9][CH2:10][C:5]=2[NH:4][C:3]=1[CH:19]=O.[F:21][C:22]1[CH:23]=[C:24]2[C:28](=[CH:29][C:30]=1[NH:31][C:32](=[O:37])[C:33]([OH:36])([CH3:35])[CH3:34])[NH:27][C:26](=[O:38])[CH2:25]2. No catalyst specified. The product is [F:21][C:22]1[CH:23]=[C:24]2[C:28](=[CH:29][C:30]=1[NH:31][C:32](=[O:37])[C:33]([OH:36])([CH3:35])[CH3:34])[NH:27][C:26](=[O:38])[C:25]2=[CH:19][C:3]1[NH:4][C:5]2[CH2:10][CH2:9][N:8]([CH2:11][CH2:12][N:13]3[CH2:14][CH2:15][CH2:16][CH2:17]3)[C:7](=[O:18])[C:6]=2[C:2]=1[CH3:1]. The yield is 0.430.